From a dataset of Merck oncology drug combination screen with 23,052 pairs across 39 cell lines. Regression. Given two drug SMILES strings and cell line genomic features, predict the synergy score measuring deviation from expected non-interaction effect. (1) Drug 1: Nc1ccn(C2OC(CO)C(O)C2(F)F)c(=O)n1. Drug 2: CC(C)CC(NC(=O)C(Cc1ccccc1)NC(=O)c1cnccn1)B(O)O. Cell line: OCUBM. Synergy scores: synergy=-3.65. (2) Cell line: NCIH520. Drug 1: Cn1c(=O)n(-c2ccc(C(C)(C)C#N)cc2)c2c3cc(-c4cnc5ccccc5c4)ccc3ncc21. Synergy scores: synergy=23.8. Drug 2: CCc1c2c(nc3ccc(O)cc13)-c1cc3c(c(=O)n1C2)COC(=O)C3(O)CC. (3) Drug 1: O=P1(N(CCCl)CCCl)NCCCO1. Drug 2: NC1(c2ccc(-c3nc4ccn5c(=O)[nH]nc5c4cc3-c3ccccc3)cc2)CCC1. Cell line: UWB1289. Synergy scores: synergy=-8.70.